From a dataset of Forward reaction prediction with 1.9M reactions from USPTO patents (1976-2016). Predict the product of the given reaction. (1) Given the reactants [CH2:1]([N:9]1[CH:14]2[CH2:15][CH2:16][CH:10]1[CH2:11][C:12](=[C:17]([C:27]1[CH:32]=[CH:31][CH:30]=[CH:29][CH:28]=1)[C:18]1[CH:26]=[CH:25][C:21]([C:22](O)=[O:23])=[CH:20][CH:19]=1)[CH2:13]2)[CH2:2][C:3]1[CH:8]=[CH:7][CH:6]=[CH:5][CH:4]=1.S(Cl)([Cl:35])=O, predict the reaction product. The product is: [CH2:1]([N:9]1[CH:14]2[CH2:15][CH2:16][CH:10]1[CH2:11][C:12](=[C:17]([C:27]1[CH:32]=[CH:31][CH:30]=[CH:29][CH:28]=1)[C:18]1[CH:26]=[CH:25][C:21]([C:22]([Cl:35])=[O:23])=[CH:20][CH:19]=1)[CH2:13]2)[CH2:2][C:3]1[CH:8]=[CH:7][CH:6]=[CH:5][CH:4]=1. (2) Given the reactants [NH:1]1[CH:5]=[C:4]([C:6]2[CH:10]=[C:9]([C:11]([O:13][CH2:14][CH3:15])=[O:12])[NH:8][N:7]=2)[N:3]=[CH:2]1.[C:16]1([C:22](Cl)([C:29]2[CH:34]=[CH:33][CH:32]=[CH:31][CH:30]=2)[C:23]2[CH:28]=[CH:27][CH:26]=[CH:25][CH:24]=2)[CH:21]=[CH:20][CH:19]=[CH:18][CH:17]=1.C(N(CC)CC)C, predict the reaction product. The product is: [C:22]([N:1]1[CH:5]=[C:4]([C:6]2[CH:10]=[C:9]([C:11]([O:13][CH2:14][CH3:15])=[O:12])[NH:8][N:7]=2)[N:3]=[CH:2]1)([C:16]1[CH:21]=[CH:20][CH:19]=[CH:18][CH:17]=1)([C:29]1[CH:30]=[CH:31][CH:32]=[CH:33][CH:34]=1)[C:23]1[CH:24]=[CH:25][CH:26]=[CH:27][CH:28]=1. (3) Given the reactants C([O:8][C:9]([CH:11]1[CH2:16][CH2:15][CH2:14][N:13]([CH2:17][C:18]2[CH:23]=[CH:22][CH:21]=[CH:20][CH:19]=2)[CH2:12]1)=[O:10])C1C=CC=CC=1.[OH-].[Na+], predict the reaction product. The product is: [CH2:17]([N:13]1[CH2:14][CH2:15][CH2:16][CH:11]([C:9]([OH:10])=[O:8])[CH2:12]1)[C:18]1[CH:19]=[CH:20][CH:21]=[CH:22][CH:23]=1. (4) Given the reactants C1C2C(COC(=O)[NH:17][C:18]3[CH:23]=[CH:22][C:21]([S:24][C:25]4[CH:30]=[CH:29][C:28]([C:31](=[O:40])[NH:32][C:33]5[CH:34]=[N:35][CH:36]=[C:37]([F:39])[CH:38]=5)=[CH:27][C:26]=4[NH:41][C:42]4[C:43]5[CH:51]=[CH:50][C:49]([CH:52]([CH3:54])[CH3:53])=[N:48][C:44]=5[N:45]=[CH:46][N:47]=4)=[CH:20][CH:19]=3)C3C(=CC=CC=3)C=2C=CC=1.O.[OH-].[Li+].Cl, predict the reaction product. The product is: [NH2:17][C:18]1[CH:23]=[CH:22][C:21]([S:24][C:25]2[CH:30]=[CH:29][C:28]([C:31]([NH:32][C:33]3[CH:34]=[N:35][CH:36]=[C:37]([F:39])[CH:38]=3)=[O:40])=[CH:27][C:26]=2[NH:41][C:42]2[C:43]3[CH:51]=[CH:50][C:49]([CH:52]([CH3:54])[CH3:53])=[N:48][C:44]=3[N:45]=[CH:46][N:47]=2)=[CH:20][CH:19]=1. (5) Given the reactants C(=O)(O)[O-].[Na+].[N:6]#[C:7]Br.[Si:9]([O:16][CH2:17][CH2:18][NH:19][C:20]1[CH:25]=[CH:24][C:23]([N:26]2[C:34](=[O:35])[C:33]3[C:28](=[CH:29][CH:30]=[CH:31][C:32]=3[NH:36][C:37]([C:39]3[S:40][C:41]([Cl:44])=[CH:42][CH:43]=3)=[O:38])[CH2:27]2)=[CH:22][CH:21]=1)([C:12]([CH3:15])([CH3:14])[CH3:13])([CH3:11])[CH3:10].O.ClCCl, predict the reaction product. The product is: [Si:9]([O:16][CH2:17][CH2:18][N:19]([C:7]#[N:6])[C:20]1[CH:25]=[CH:24][C:23]([N:26]2[C:34](=[O:35])[C:33]3[C:28](=[CH:29][CH:30]=[CH:31][C:32]=3[NH:36][C:37]([C:39]3[S:40][C:41]([Cl:44])=[CH:42][CH:43]=3)=[O:38])[CH2:27]2)=[CH:22][CH:21]=1)([C:12]([CH3:15])([CH3:13])[CH3:14])([CH3:11])[CH3:10]. (6) Given the reactants [Cl:1][C:2]1[C:7]([C:8]2[C:9](=[O:31])[N:10]([CH2:29][CH3:30])[C:11]3[C:16]([CH:17]=2)=[CH:15][N:14]=[C:13]([N:18](CC2C=CC(OC)=CC=2)[CH3:19])[CH:12]=3)=[CH:6][C:5]([NH:32][C:33]([NH:35][C:36]2[CH:41]=[CH:40][C:39]([F:42])=[C:38]([CH2:43][N:44]3[CH2:48][CH2:47][CH2:46][CH2:45]3)[CH:37]=2)=[O:34])=[C:4]([F:49])[CH:3]=1, predict the reaction product. The product is: [Cl:1][C:2]1[C:7]([C:8]2[C:9](=[O:31])[N:10]([CH2:29][CH3:30])[C:11]3[C:16]([CH:17]=2)=[CH:15][N:14]=[C:13]([NH:18][CH3:19])[CH:12]=3)=[CH:6][C:5]([NH:32][C:33]([NH:35][C:36]2[CH:41]=[CH:40][C:39]([F:42])=[C:38]([CH2:43][N:44]3[CH2:48][CH2:47][CH2:46][CH2:45]3)[CH:37]=2)=[O:34])=[C:4]([F:49])[CH:3]=1. (7) The product is: [C:1]([O:5][C:6]([NH:8][CH2:9][CH:10]([SH:20])[CH2:11][NH:12][C:13]([O:15][C:16]([CH3:19])([CH3:18])[CH3:17])=[O:14])=[O:7])([CH3:4])([CH3:3])[CH3:2]. Given the reactants [C:1]([O:5][C:6]([NH:8][CH2:9][CH:10]([S:20]C(=O)C)[CH2:11][NH:12][C:13]([O:15][C:16]([CH3:19])([CH3:18])[CH3:17])=[O:14])=[O:7])([CH3:4])([CH3:3])[CH3:2].C(=O)([O-])[O-].[K+].[K+], predict the reaction product.